From a dataset of Forward reaction prediction with 1.9M reactions from USPTO patents (1976-2016). Predict the product of the given reaction. (1) Given the reactants Br[C:2]1[CH:3]=[C:4]([CH:8]([C:14]([O:16][CH2:17][CH3:18])=[O:15])[C:9]([O:11][CH2:12][CH3:13])=[O:10])[CH:5]=[CH:6][CH:7]=1.[Cl:19][C:20]1[CH:25]=[C:24]([C:26]([F:29])([F:28])[F:27])[CH:23]=[CH:22][C:21]=1B(O)O.O1CCOCC1.C(=O)([O-])[O-].[Na+].[Na+], predict the reaction product. The product is: [Cl:19][C:20]1[CH:25]=[C:24]([C:26]([F:27])([F:28])[F:29])[CH:23]=[CH:22][C:21]=1[C:2]1[CH:7]=[CH:6][CH:5]=[C:4]([CH:8]([C:14]([O:16][CH2:17][CH3:18])=[O:15])[C:9]([O:11][CH2:12][CH3:13])=[O:10])[CH:3]=1. (2) Given the reactants [O:1]=[C:2]1[N:8]([CH:9]2[CH2:14][CH2:13][N:12]([C:15]([O:17][C@H:18]([CH2:33][C:34]3[CH:39]=[C:38]([CH3:40])[C:37]([OH:41])=[C:36]([CH3:42])[CH:35]=3)[C:19](=[O:32])[N:20]3[CH2:25][CH2:24][N:23]([CH:26]4[CH2:31][CH2:30][O:29][CH2:28][CH2:27]4)[CH2:22][CH2:21]3)=[O:16])[CH2:11][CH2:10]2)[CH2:7][CH2:6][C:5]2[CH:43]=[CH:44][CH:45]=[CH:46][C:4]=2[NH:3]1.[C:47](OC(=O)C)(=[O:49])[CH3:48], predict the reaction product. The product is: [O:1]=[C:2]1[N:8]([CH:9]2[CH2:14][CH2:13][N:12]([C:15]([O:17][C@H:18]([CH2:33][C:34]3[CH:39]=[C:38]([CH3:40])[C:37]([O:41][C:47](=[O:49])[CH3:48])=[C:36]([CH3:42])[CH:35]=3)[C:19](=[O:32])[N:20]3[CH2:21][CH2:22][N:23]([CH:26]4[CH2:31][CH2:30][O:29][CH2:28][CH2:27]4)[CH2:24][CH2:25]3)=[O:16])[CH2:11][CH2:10]2)[CH2:7][CH2:6][C:5]2[CH:43]=[CH:44][CH:45]=[CH:46][C:4]=2[NH:3]1. (3) Given the reactants [Cl:1][C:2]1[N:7]=[C:6](Cl)[CH:5]=[CH:4][N:3]=1.[CH2:9]([NH2:16])[C:10]1[CH:15]=[CH:14][CH:13]=[CH:12][CH:11]=1.CCN(C(C)C)C(C)C.CO, predict the reaction product. The product is: [CH2:9]([NH:16][C:6]1[CH:5]=[CH:4][N:3]=[C:2]([Cl:1])[N:7]=1)[C:10]1[CH:15]=[CH:14][CH:13]=[CH:12][CH:11]=1. (4) Given the reactants [CH2:1]([NH:8][CH3:9])[C:2]1[CH:7]=[CH:6][CH:5]=[CH:4][CH:3]=1.[O:10]1[CH2:14][CH2:13][CH2:12][C@@H:11]1[C:15]([OH:17])=O.F[B-](F)(F)F.N1(OC(N(C)C)=[N+](C)C)C2C=CC=CC=2N=N1.C(=O)([O-])O.[Na+], predict the reaction product. The product is: [CH2:1]([N:8]([CH3:9])[C:15]([C@H:11]1[CH2:12][CH2:13][CH2:14][O:10]1)=[O:17])[C:2]1[CH:7]=[CH:6][CH:5]=[CH:4][CH:3]=1.